From a dataset of Orexin1 receptor HTS with 218,158 compounds and 233 confirmed actives. Binary Classification. Given a drug SMILES string, predict its activity (active/inactive) in a high-throughput screening assay against a specified biological target. (1) The compound is S=C(Nc1c(OC)cccc1)NNC(=S)Nc1ccc(OC(F)F)cc1. The result is 0 (inactive). (2) The molecule is Clc1cc2c3CCCc3c(oc2cc1OCC(=O)NCc1ccncc1)=O. The result is 0 (inactive).